The task is: Predict the reactants needed to synthesize the given product.. This data is from Full USPTO retrosynthesis dataset with 1.9M reactions from patents (1976-2016). (1) Given the product [O:1]=[C:2]1[CH2:25][CH2:24][C@@:23]2([CH3:26])[CH:4]([CH2:5][C@@H:6]([OH:29])[C@@H:7]3[C@@H:22]2[CH2:21][C@H:20]([OH:27])[C@@:19]2([CH3:28])[C@H:8]3[CH2:9][CH2:10][C@@H:11]2[C@H:12]([CH3:18])[CH2:13][CH2:14][CH2:15][O:16][CH3:17])[CH2:3]1, predict the reactants needed to synthesize it. The reactants are: [OH:1][C@@H:2]1[CH2:25][CH2:24][C@@:23]2([CH3:26])[CH:4]([CH2:5][C@@H:6]([OH:29])[C@@H:7]3[C@@H:22]2[CH2:21][C@H:20]([OH:27])[C@@:19]2([CH3:28])[C@H:8]3[CH2:9][CH2:10][C@@H:11]2[C@H:12]([CH3:18])[CH2:13][CH2:14][CH2:15][O:16][CH3:17])[CH2:3]1.O. (2) The reactants are: [CH2:1]([O:3][C:4]([C:6]1[C:18]([CH2:19][CH2:20][C:21]2[CH:26]=[CH:25][C:24]([C:27]([F:30])([F:29])[F:28])=[CH:23][CH:22]=2)=[N:17][C:9]2[C@H:10]3[N:14]([C:15](=[O:16])[C:8]=2[C:7]=1[C:31]1[CH:39]=[CH:38][C:34]([C:35]([OH:37])=O)=[CH:33][CH:32]=1)[CH2:13][CH2:12][CH2:11]3)=[O:5])[CH3:2].[N:40]1[CH:45]=[CH:44][C:43]([C@H:46]([NH2:48])[CH3:47])=[CH:42][CH:41]=1.C1C=CC2N(O)N=NC=2C=1.C(Cl)CCl. Given the product [O:16]=[C:15]1[N:14]2[C@@H:10]([CH2:11][CH2:12][CH2:13]2)[C:9]2[N:17]=[C:18]([CH2:19][CH2:20][C:21]3[CH:26]=[CH:25][C:24]([C:27]([F:30])([F:29])[F:28])=[CH:23][CH:22]=3)[C:6]([C:4]([O:3][CH2:1][CH3:2])=[O:5])=[C:7]([C:31]3[CH:39]=[CH:38][C:34]([C:35]([NH:48][C@@H:46]([C:43]4[CH:44]=[CH:45][N:40]=[CH:41][CH:42]=4)[CH3:47])=[O:37])=[CH:33][CH:32]=3)[C:8]1=2, predict the reactants needed to synthesize it. (3) Given the product [F:1][CH:2]([F:26])[O:3][C:4]1[CH:9]=[CH:8][C:7]([C:10](=[O:23])[C:11]([C:13]2[CH:18]=[CH:17][CH:16]=[C:15]([C:19]#[C:20][CH2:21][F:33])[CH:14]=2)=[O:12])=[CH:6][C:5]=1[CH2:24][CH3:25], predict the reactants needed to synthesize it. The reactants are: [F:1][CH:2]([F:26])[O:3][C:4]1[CH:9]=[CH:8][C:7]([C:10](=[O:23])[C:11]([C:13]2[CH:18]=[CH:17][CH:16]=[C:15]([C:19]#[C:20][CH2:21]O)[CH:14]=2)=[O:12])=[CH:6][C:5]=1[CH2:24][CH3:25].CCN(S(F)(F)[F:33])CC.C([O-])(O)=O.[Na+]. (4) Given the product [Br:1][C:2]1[C:7](=[O:8])[N:6]([CH2:9][C:10]([NH:12][CH2:13][C@H:14]2[CH2:18][CH2:17][NH:16][CH2:15]2)=[O:11])[N:5]=[CH:4][C:3]=1[NH:26][C@@H:27]1[CH2:32][C@@H:31]2[CH2:33][C@@H:29]([C:30]2([CH3:35])[CH3:34])[C@H:28]1[CH3:36], predict the reactants needed to synthesize it. The reactants are: [Br:1][C:2]1[C:7](=[O:8])[N:6]([CH2:9][C:10]([NH:12][CH2:13][C@@H:14]2[CH2:18][CH2:17][N:16](C(OC(C)(C)C)=O)[CH2:15]2)=[O:11])[N:5]=[CH:4][C:3]=1[NH:26][C@@H:27]1[CH2:32][C@@H:31]2[CH2:33][C@@H:29]([C:30]2([CH3:35])[CH3:34])[C@H:28]1[CH3:36].FC(F)(F)C(O)=O.C(OCC)(=O)C.